Dataset: Forward reaction prediction with 1.9M reactions from USPTO patents (1976-2016). Task: Predict the product of the given reaction. (1) The product is: [CH3:16][O:17][C:18]1[CH:19]=[C:20]2[C:25](=[CH:26][C:27]=1[O:28][CH3:29])[CH2:24][N:23]([C:13]([C:9]1[CH:10]=[N:11][O:12][C:8]=1[C:5]1[CH:6]=[CH:7][C:2]([CH3:1])=[CH:3][CH:4]=1)=[O:14])[CH2:22][CH2:21]2. Given the reactants [CH3:1][C:2]1[CH:7]=[CH:6][C:5]([C:8]2[O:12][N:11]=[CH:10][C:9]=2[C:13](Cl)=[O:14])=[CH:4][CH:3]=1.[CH3:16][O:17][C:18]1[CH:19]=[C:20]2[C:25](=[CH:26][C:27]=1[O:28][CH3:29])[CH2:24][NH:23][CH2:22][CH2:21]2, predict the reaction product. (2) Given the reactants [NH2:1][C:2]1[CH:3]=[CH:4][C:5]([O:12][CH:13]([C:24]2[CH:29]=[CH:28][CH:27]=[CH:26][C:25]=2[Cl:30])[C:14]2[CH:19]=[CH:18][C:17]([C:20]([F:23])([F:22])[F:21])=[CH:16][CH:15]=2)=[C:6]([CH:11]=1)[C:7]([O:9][CH3:10])=[O:8].[CH3:31][O:32][C:33]1[CH:34]=[C:35]([N:41]=[C:42]=[O:43])[CH:36]=[CH:37][C:38]=1[O:39][CH3:40], predict the reaction product. The product is: [Cl:30][C:25]1[CH:26]=[CH:27][CH:28]=[CH:29][C:24]=1[CH:13]([C:14]1[CH:19]=[CH:18][C:17]([C:20]([F:21])([F:22])[F:23])=[CH:16][CH:15]=1)[O:12][C:5]1[CH:4]=[CH:3][C:2]([NH:1][C:42]([NH:41][C:35]2[CH:36]=[CH:37][C:38]([O:39][CH3:40])=[C:33]([O:32][CH3:31])[CH:34]=2)=[O:43])=[CH:11][C:6]=1[C:7]([O:9][CH3:10])=[O:8]. (3) Given the reactants [N+:1]([C:4]1[CH:9]=[C:8]([C:10]([CH3:13])([CH3:12])[CH3:11])[C:7]([OH:14])=[C:6]([C:15]([CH3:18])([CH3:17])[CH3:16])[CH:5]=1)([O-])=O.[H][H], predict the reaction product. The product is: [NH2:1][C:4]1[CH:5]=[C:6]([C:15]([CH3:16])([CH3:17])[CH3:18])[C:7]([OH:14])=[C:8]([C:10]([CH3:13])([CH3:12])[CH3:11])[CH:9]=1. (4) Given the reactants [C:1]([C:3]1[CH:4]=[C:5]([CH:9]=[CH:10][CH:11]=1)[C:6](O)=[O:7])#[N:2].[CH3:12][NH2:13].CO, predict the reaction product. The product is: [C:1]([C:3]1[CH:4]=[C:5]([CH:9]=[CH:10][CH:11]=1)[C:6]([NH:13][CH3:12])=[O:7])#[N:2]. (5) Given the reactants [NH2:1][C@@H:2]([C:24]1[CH:29]=[CH:28][C:27]([F:30])=[CH:26][CH:25]=1)[C:3]([NH:5][C@@H:6]1[C:12](=[O:13])[NH:11][C:10]2[CH:14]=[CH:15][CH:16]=[CH:17][C:9]=2[O:8][C@@H:7]1[C:18]1[CH:23]=[CH:22][CH:21]=[CH:20][CH:19]=1)=[O:4].[CH:31]1([CH2:37][C:38](O)=[O:39])[CH2:36][CH2:35][CH2:34][CH2:33][CH2:32]1.C1C=CC2N(O)N=NC=2C=1.CN1CCOCC1.CCN=C=NCCCN(C)C.Cl, predict the reaction product. The product is: [CH:31]1([CH2:37][C:38]([NH:1][C@@H:2]([C:24]2[CH:25]=[CH:26][C:27]([F:30])=[CH:28][CH:29]=2)[C:3]([NH:5][C@@H:6]2[C:12](=[O:13])[NH:11][C:10]3[CH:14]=[CH:15][CH:16]=[CH:17][C:9]=3[O:8][C@@H:7]2[C:18]2[CH:23]=[CH:22][CH:21]=[CH:20][CH:19]=2)=[O:4])=[O:39])[CH2:36][CH2:35][CH2:34][CH2:33][CH2:32]1.